From a dataset of Full USPTO retrosynthesis dataset with 1.9M reactions from patents (1976-2016). Predict the reactants needed to synthesize the given product. (1) Given the product [N:1]1[CH:6]=[CH:5][CH:4]=[CH:3][C:2]=1[N:7]1[CH:11]=[C:10]([C:12]2[CH:13]=[N:14][N:15]3[C:24](=[O:25])[C:20]4[CH2:21][CH2:22][CH2:23][C:19]=4[NH:17][C:16]=23)[CH:9]=[N:8]1, predict the reactants needed to synthesize it. The reactants are: [N:1]1[CH:6]=[CH:5][CH:4]=[CH:3][C:2]=1[N:7]1[CH:11]=[C:10]([C:12]2[CH:13]=[N:14][NH:15][C:16]=2[NH2:17])[CH:9]=[N:8]1.O=[C:19]1[CH2:23][CH2:22][CH2:21][CH:20]1[C:24](OCC)=[O:25]. (2) Given the product [NH2:5][C:4]1([CH2:3][OH:22])[CH2:6][CH2:7][CH2:8][CH2:9]1.[ClH:33].[NH2:24][C:16]1([CH2:15][Cl:33])[CH2:17][CH2:18][CH2:19][CH2:20]1, predict the reactants needed to synthesize it. The reactants are: C([C:3]1[CH:9]=[C:8]([N+]([O-])=O)[CH:7]=[CH:6][C:4]=1[NH2:5])C.C([C:15]1[CH:20]=[C:19]([N+]([O-])=[O:22])[CH:18]=[CH:17][C:16]=1[N:24]=C=S)C.OCCN.O=S(Cl)[Cl:33]. (3) Given the product [OH:18][CH:19]1[CH2:22][N:21]([C:23]2[S:24][CH:25]=[C:26]([C:28]([N:30]3[CH2:31][CH2:32][CH2:33][CH2:34]3)=[O:29])[N:27]=2)[CH2:20]1, predict the reactants needed to synthesize it. The reactants are: [Si]([O:18][CH:19]1[CH2:22][N:21]([C:23]2[S:24][CH:25]=[C:26]([C:28]([N:30]3[CH2:34][CH2:33][CH2:32][CH2:31]3)=[O:29])[N:27]=2)[CH2:20]1)(C(C)(C)C)(C1C=CC=CC=1)C1C=CC=CC=1.[F-].C([N+](CCCC)(CCCC)CCCC)CCC. (4) Given the product [Br:17][CH2:18][C:19]([C:7]1[C:6]([Cl:5])=[CH:16][C:10]2[N:11]([CH3:15])[C:12](=[O:14])[S:13][C:9]=2[CH:8]=1)=[O:20], predict the reactants needed to synthesize it. The reactants are: [Cl-].[Al+3].[Cl-].[Cl-].[Cl:5][C:6]1[CH:7]=[CH:8][C:9]2[S:13][C:12](=[O:14])[N:11]([CH3:15])[C:10]=2[CH:16]=1.[Br:17][CH2:18][C:19](Br)=[O:20]. (5) Given the product [CH3:37][C:27]1[CH:32]=[CH:31][C:30]([S:33]([O:19][CH2:18][CH:2]([OH:1])[CH2:3][CH2:4][N:5]2[C:14]3[C:9](=[CH:10][CH:11]=[C:12]([O:15][CH3:16])[N:13]=3)[CH2:8][CH2:7][C:6]2=[O:17])(=[O:35])=[O:34])=[CH:29][CH:28]=1, predict the reactants needed to synthesize it. The reactants are: [OH:1][CH:2]([CH2:18][OH:19])[CH2:3][CH2:4][N:5]1[C:14]2[C:9](=[CH:10][CH:11]=[C:12]([O:15][CH3:16])[N:13]=2)[CH2:8][CH2:7][C:6]1=[O:17].C(N(CC)CC)C.[C:27]1([CH3:37])[CH:32]=[CH:31][C:30]([S:33](Cl)(=[O:35])=[O:34])=[CH:29][CH:28]=1.C([Sn](=O)CCCC)CCC. (6) Given the product [OH:1][C@H:2]1[CH2:6][N:5]([C:7](=[O:20])[C@@H:8]([N:10]2[CH2:18][C:17]3[C:12](=[CH:13][CH:14]=[CH:15][CH:16]=3)[C:11]2=[O:19])[CH3:9])[C@H:4]([C:21]([OH:23])=[O:22])[CH2:3]1, predict the reactants needed to synthesize it. The reactants are: [OH:1][C@H:2]1[CH2:6][N:5]([C:7](=[O:20])[C@@H:8]([N:10]2[CH2:18][C:17]3[C:12](=[CH:13][CH:14]=[CH:15][CH:16]=3)[C:11]2=[O:19])[CH3:9])[C@H:4]([C:21]([O:23]C)=[O:22])[CH2:3]1.[OH-].[Na+].Cl.